This data is from Catalyst prediction with 721,799 reactions and 888 catalyst types from USPTO. The task is: Predict which catalyst facilitates the given reaction. (1) Reactant: C[Si](C)(C)N[Si](C)(C)C.C([Li])CCC.[CH3:15][N:16]1[C:29]2[CH:28]=[C:27]([CH2:30][C:31]([O:33][CH2:34][CH3:35])=[O:32])[CH:26]=[CH:25][C:24]=2[S:23](=[O:37])(=[O:36])[C:22]2[C:17]1=[CH:18][CH:19]=[CH:20][CH:21]=2.I[CH2:39][CH:40]1[CH2:45][CH2:44][O:43][CH2:42][CH2:41]1. Product: [CH3:15][N:16]1[C:29]2[CH:28]=[C:27]([CH:30]([CH2:39][CH:40]3[CH2:45][CH2:44][O:43][CH2:42][CH2:41]3)[C:31]([O:33][CH2:34][CH3:35])=[O:32])[CH:26]=[CH:25][C:24]=2[S:23](=[O:36])(=[O:37])[C:22]2[C:17]1=[CH:18][CH:19]=[CH:20][CH:21]=2. The catalyst class is: 7. (2) Reactant: [CH2:1]([N:8]1[C:17]2[C:12](=[CH:13][CH:14]=[C:15]([OH:18])[CH:16]=2)[CH2:11][CH2:10][CH2:9]1)[C:2]1[CH:7]=[CH:6][CH:5]=[CH:4][CH:3]=1.C(N(CC)CC)C.[CH3:26][O:27][C:28]1[CH:33]=[CH:32][CH:31]=[CH:30][C:29]=1[N:34]=[C:35]=[O:36]. Product: [CH3:26][O:27][C:28]1[CH:33]=[CH:32][CH:31]=[CH:30][C:29]=1[NH:34][C:35](=[O:36])[O:18][C:15]1[CH:16]=[C:17]2[C:12]([CH2:11][CH2:10][CH2:9][N:8]2[CH2:1][C:2]2[CH:3]=[CH:4][CH:5]=[CH:6][CH:7]=2)=[CH:13][CH:14]=1. The catalyst class is: 7. (3) Reactant: [C:1]([C:4]1[CH:9]=[C:8]([Cl:10])[C:7]([NH:11][C:12]2[C:21]3[CH:22]=[CH:23][NH:24][C:25](=[O:26])[C:20]=3[C:19]3[C:14](=[CH:15][CH:16]=[N:17][CH:18]=3)[N:13]=2)=[C:6]([Cl:27])[CH:5]=1)(=[O:3])[CH3:2].[CH3:28][Mg]Br. Product: [Cl:27][C:6]1[CH:5]=[C:4]([C:1]([OH:3])([CH3:28])[CH3:2])[CH:9]=[C:8]([Cl:10])[C:7]=1[NH:11][C:12]1[C:21]2[CH:22]=[CH:23][NH:24][C:25](=[O:26])[C:20]=2[C:19]2[C:14](=[CH:15][CH:16]=[N:17][CH:18]=2)[N:13]=1. The catalyst class is: 1. (4) Reactant: [Cl:1][C:2]1[CH:7]=[CH:6][C:5]([CH:8]2[CH2:12][C:11]([CH3:14])([CH3:13])[NH:10][C:9]2=[O:15])=[CH:4][C:3]=1[F:16].[Li+].C[Si]([N-][Si](C)(C)C)(C)C.[CH3:27][C:28]([O:31][C:32](O[C:32]([O:31][C:28]([CH3:30])([CH3:29])[CH3:27])=[O:33])=[O:33])([CH3:30])[CH3:29].Cl. Product: [Cl:1][C:2]1[CH:7]=[CH:6][C:5]([CH:8]2[C:9](=[O:15])[N:10]([C:32]([O:31][C:28]([CH3:30])([CH3:29])[CH3:27])=[O:33])[C:11]([CH3:13])([CH3:14])[CH2:12]2)=[CH:4][C:3]=1[F:16]. The catalyst class is: 1. (5) Reactant: Br[CH2:2][CH2:3][CH2:4][CH2:5][N:6]1[C:10](=[O:11])[C:9]2=[CH:12][CH:13]=[CH:14][CH:15]=[C:8]2[C:7]1=[O:16].C(=O)([O-])[O-].[K+].[K+].[C:23]([O:27][C:28]([N:30]1[CH2:35][CH2:34][NH:33][CH2:32][CH2:31]1)=[O:29])([CH3:26])([CH3:25])[CH3:24]. Product: [C:23]([O:27][C:28]([N:30]1[CH2:35][CH2:34][N:33]([CH2:2][CH2:3][CH2:4][CH2:5][N:6]2[C:10](=[O:11])[C:9]3[C:8](=[CH:15][CH:14]=[CH:13][CH:12]=3)[C:7]2=[O:16])[CH2:32][CH2:31]1)=[O:29])([CH3:26])([CH3:24])[CH3:25]. The catalyst class is: 21. (6) Reactant: [F:1][C:2]([F:35])([F:34])[C:3]1[CH:4]=[C:5]([CH:27]=[C:28]([C:30]([F:33])([F:32])[F:31])[CH:29]=1)[CH2:6][N:7]([C:20]1[N:25]=[CH:24][C:23]([Br:26])=[CH:22][N:21]=1)[CH2:8][C:9]1[CH:14]=[C:13]([C:15]([F:18])([F:17])[F:16])[CH:12]=[CH:11][C:10]=1F.[CH2:36]([OH:43])[C:37]1[CH:42]=[CH:41][CH:40]=[CH:39][CH:38]=1.[H-].[Na+].O. Product: [CH2:36]([O:43][C:10]1[CH:11]=[CH:12][C:13]([C:15]([F:18])([F:16])[F:17])=[CH:14][C:9]=1[CH2:8][N:7]([CH2:6][C:5]1[CH:27]=[C:28]([C:30]([F:32])([F:31])[F:33])[CH:29]=[C:3]([C:2]([F:1])([F:34])[F:35])[CH:4]=1)[C:20]1[N:21]=[CH:22][C:23]([Br:26])=[CH:24][N:25]=1)[C:37]1[CH:42]=[CH:41][CH:40]=[CH:39][CH:38]=1. The catalyst class is: 54. (7) Reactant: C(O[C:6](=[O:28])[NH:7][C@@H:8]([CH2:21][C:22]1[CH:27]=[CH:26][CH:25]=[CH:24][CH:23]=1)[CH:9]([C:11](=[O:20])[NH:12][CH2:13][C:14]1[CH:19]=[CH:18][CH:17]=[CH:16][CH:15]=1)[OH:10])(C)(C)C.FC(F)(F)C(O)=O.[NH:36]1[C:44]2[C:39](=[CH:40][CH:41]=[CH:42][CH:43]=2)[C:38]([CH2:45][C@H:46]([NH:50][C:51](=[O:63])[C@@H:52]([NH:54][C:55]([C:57]2[N:58]([CH3:62])[N:59]=[CH:60][CH:61]=2)=[O:56])[CH3:53])C(O)=O)=[CH:37]1.C(N(CC)C(C)C)(C)C.CN(C(ON1N=NC2C=CC=NC1=2)=[N+](C)C)C.F[P-](F)(F)(F)(F)F. Product: [CH2:21]([C@H:8]([NH:7][C:6]([C@@H:46]([NH:50][C:51]([C@@H:52]([NH:54][C:55]([C:57]1[N:58]([CH3:62])[N:59]=[CH:60][CH:61]=1)=[O:56])[CH3:53])=[O:63])[CH2:45][C:38]1[C:39]2[C:44](=[CH:43][CH:42]=[CH:41][CH:40]=2)[NH:36][CH:37]=1)=[O:28])[CH:9]([C:11](=[O:20])[NH:12][CH2:13][C:14]1[CH:15]=[CH:16][CH:17]=[CH:18][CH:19]=1)[OH:10])[C:22]1[CH:23]=[CH:24][CH:25]=[CH:26][CH:27]=1. The catalyst class is: 139. (8) Reactant: CC(C)(C)C(OC[N:7]1[C:15](=[O:16])[C:14]2[N:13]([C:17]3[CH:22]=[CH:21][CH:20]=[CH:19][C:18]=3[CH:23]=[CH2:24])[C:12]([N:25]3[CH2:30][CH2:29][N:28]([C:31]([O:33][C:34]([CH3:37])([CH3:36])[CH3:35])=[O:32])[CH2:27][CH2:26]3)=[N:11][C:10]=2[N:9]([CH2:38][C:39]([O:41][CH2:42][CH3:43])=[O:40])[C:8]1=[O:44])=O.O1CCCC1.CO.[H-].[Na+]. Product: [CH2:42]([O:41][C:39]([CH2:38][N:9]1[C:10]2[N:11]=[C:12]([N:25]3[CH2:26][CH2:27][N:28]([C:31]([O:33][C:34]([CH3:37])([CH3:36])[CH3:35])=[O:32])[CH2:29][CH2:30]3)[N:13]([C:17]3[CH:22]=[CH:21][CH:20]=[CH:19][C:18]=3[CH:23]=[CH2:24])[C:14]=2[C:15](=[O:16])[NH:7][C:8]1=[O:44])=[O:40])[CH3:43]. The catalyst class is: 13. (9) Reactant: [C:1]([O:5][C:6]([N:8]1[CH2:12][C@:11](O)([CH2:13][N:14]2[CH2:19][CH2:18][O:17][CH2:16][CH2:15]2)[CH2:10][C@H:9]1[C:21](=[O:32])[NH:22][CH2:23][C:24]1[CH:29]=[CH:28][CH:27]=[C:26]([Cl:30])[C:25]=1[F:31])=[O:7])([CH3:4])([CH3:3])[CH3:2].CCN(S(F)(F)[F:39])CC.C([O-])(O)=O.[Na+]. Product: [C:1]([O:5][C:6]([N:8]1[CH2:12][C@@:11]([F:39])([CH2:13][N:14]2[CH2:19][CH2:18][O:17][CH2:16][CH2:15]2)[CH2:10][C@H:9]1[C:21](=[O:32])[NH:22][CH2:23][C:24]1[CH:29]=[CH:28][CH:27]=[C:26]([Cl:30])[C:25]=1[F:31])=[O:7])([CH3:4])([CH3:3])[CH3:2]. The catalyst class is: 2. (10) The catalyst class is: 17. Product: [Cl:1][C:2]1[CH:11]=[CH:10][CH:9]=[C:8]([Cl:12])[C:3]=1[C:4]1[N:5]=[C:19]([C:18]2[CH:22]=[CH:23][CH:24]=[C:16]([N+:13]([O-:15])=[O:14])[CH:17]=2)[O:7][N:6]=1. Reactant: [Cl:1][C:2]1[CH:11]=[CH:10][CH:9]=[C:8]([Cl:12])[C:3]=1[C:4](=[N:6][OH:7])[NH2:5].[N+:13]([C:16]1[CH:17]=[C:18]([CH:22]=[CH:23][CH:24]=1)[C:19](Cl)=O)([O-:15])=[O:14].C(=O)([O-])[O-].[Na+].[Na+].